Dataset: Peptide-MHC class II binding affinity with 134,281 pairs from IEDB. Task: Regression. Given a peptide amino acid sequence and an MHC pseudo amino acid sequence, predict their binding affinity value. This is MHC class II binding data. The peptide sequence is TDALRTLGSTSADEV. The MHC is DRB1_0401 with pseudo-sequence DRB1_0401. The binding affinity (normalized) is 0.454.